Dataset: Full USPTO retrosynthesis dataset with 1.9M reactions from patents (1976-2016). Task: Predict the reactants needed to synthesize the given product. (1) Given the product [CH3:1][C:2]1[CH:11]=[C:5]2[CH:6]=[C:7]([CH3:10])[CH:8]=[CH:9][N:4]2[N:3]=1, predict the reactants needed to synthesize it. The reactants are: [CH3:1][C:2]1[C:11](C(OCC)=O)=[C:5]2[CH:6]=[C:7]([CH3:10])[CH:8]=[CH:9][N:4]2[N:3]=1.[OH-].[Na+]. (2) The reactants are: [F:1][C:2]1[C:28]([F:29])=[CH:27][C:5]([C:6]([N:8]2[CH2:13][CH2:12][CH2:11][C@@H:10]([CH3:14])[C@H:9]2[CH2:15][N:16]2[C:24](=[O:25])[C:23]3[C:18](=[CH:19][CH:20]=[CH:21][CH:22]=3)[C:17]2=[O:26])=[O:7])=[C:4](I)[CH:3]=1.C([Sn](CCCC)(CCCC)[C:36]1[N:41]=[CH:40][CH:39]=[CH:38][N:37]=1)CCC.[F-].[Cs+]. Given the product [F:1][C:2]1[C:28]([F:29])=[CH:27][C:5]([C:6]([N:8]2[CH2:13][CH2:12][CH2:11][C@@H:10]([CH3:14])[C@H:9]2[CH2:15][N:16]2[C:24](=[O:25])[C:23]3[C:18](=[CH:19][CH:20]=[CH:21][CH:22]=3)[C:17]2=[O:26])=[O:7])=[C:4]([C:36]2[N:41]=[CH:40][CH:39]=[CH:38][N:37]=2)[CH:3]=1, predict the reactants needed to synthesize it.